This data is from KCNQ2 potassium channel screen with 302,405 compounds. The task is: Binary Classification. Given a drug SMILES string, predict its activity (active/inactive) in a high-throughput screening assay against a specified biological target. The compound is O(c1cc2c(cc1)cccc2)CC(=O)NNC(=O)C(=O)Nc1c(cccc1)C. The result is 1 (active).